Dataset: Reaction yield outcomes from USPTO patents with 853,638 reactions. Task: Predict the reaction yield, written as a fraction of the theoretical maximum amount of product (1.0 means a 100% yield; for example, 0.34 means a 34% yield). The reactants are [Cl:1][C:2]1[CH:3]=[C:4]2[C:13](=[C:14]3[C:19]=1[CH:18]=[CH:17][CH:16]=[N:15]3)[NH:12][S:11](=[O:21])(=[O:20])[C:10]1[C:5]2=[CH:6][C:7]([C:22](O)=[O:23])=[CH:8][CH:9]=1.[NH2:25][CH:26]([CH2:29][OH:30])[CH2:27][OH:28].CCN=C=NCCCN(C)C.Cl.C1C=CC2N(O)N=NC=2C=1. The catalyst is CN(C=O)C. The product is [OH:28][CH2:27][CH:26]([NH:25][C:22]([C:7]1[CH:6]=[C:5]2[C:10]([S:11](=[O:20])(=[O:21])[NH:12][C:13]3[C:4]2=[CH:3][C:2]([Cl:1])=[C:19]2[C:14]=3[N:15]=[CH:16][CH:17]=[CH:18]2)=[CH:9][CH:8]=1)=[O:23])[CH2:29][OH:30]. The yield is 0.330.